Task: Predict the product of the given reaction.. Dataset: Forward reaction prediction with 1.9M reactions from USPTO patents (1976-2016) (1) Given the reactants C[O-].[Na+].Cl.[C:5]1([C@@H:11]2[CH2:13][C@H:12]2[NH2:14])[CH:10]=[CH:9][CH:8]=[CH:7][CH:6]=1, predict the reaction product. The product is: [C:5]1([C@@H:11]2[CH2:13][C@H:12]2[NH2:14])[CH:10]=[CH:9][CH:8]=[CH:7][CH:6]=1. (2) Given the reactants Cl.[C:2]([C:4]1[CH:5]=[C:6]([CH:9]=[C:10]([F:17])[C:11]=1[NH:12][S:13]([CH3:16])(=[O:15])=[O:14])[CH2:7][NH2:8])#[CH:3].CN1CCOCC1.[CH3:25][C:26]1[C:31]([CH:32]=[CH:33][C:34](O)=[O:35])=[CH:30][CH:29]=[C:28]([C:37]([F:40])([F:39])[F:38])[N:27]=1.O.[Cl-].COC1N=C(OC)N=C([N+]2(C)CCOCC2)N=1, predict the reaction product. The product is: [C:2]([C:4]1[CH:5]=[C:6]([CH:9]=[C:10]([F:17])[C:11]=1[NH:12][S:13]([CH3:16])(=[O:15])=[O:14])[CH2:7][NH:8][C:34](=[O:35])[CH:33]=[CH:32][C:31]1[C:26]([CH3:25])=[N:27][C:28]([C:37]([F:38])([F:39])[F:40])=[CH:29][CH:30]=1)#[CH:3]. (3) Given the reactants [F:1][C:2]1[CH:7]=[CH:6][C:5]([C:8]([CH3:12])([CH3:11])[C:9]#[N:10])=[CH:4][CH:3]=1.[H-].[Al+3].[Li+].[H-].[H-].[H-].O.[OH-].[Na+], predict the reaction product. The product is: [F:1][C:2]1[CH:3]=[CH:4][C:5]([C:8]([CH3:12])([CH3:11])[CH2:9][NH2:10])=[CH:6][CH:7]=1. (4) Given the reactants C([SiH](CC)CC)C.[Cl:8][CH2:9][CH2:10][C:11]([C:13]1[CH:22]=[CH:21][C:16]2[NH:17][C:18](=[O:20])[S:19][C:15]=2[CH:14]=1)=O, predict the reaction product. The product is: [Cl:8][CH2:9][CH2:10][CH2:11][C:13]1[CH:22]=[CH:21][C:16]2[NH:17][C:18](=[O:20])[S:19][C:15]=2[CH:14]=1. (5) Given the reactants [O:1]([C:8]1[CH:15]=[CH:14][C:11]([CH2:12][NH2:13])=[CH:10][CH:9]=1)[C:2]1[CH:7]=[CH:6][CH:5]=[CH:4][CH:3]=1.Cl[CH2:17][C:18]1[N:19]=[C:20]([C:23]2[CH:31]=[CH:30][C:26]([C:27](Cl)=[O:28])=[CH:25][CH:24]=2)[S:21][CH:22]=1.[CH:32]1([CH2:37][CH2:38][C:39](Cl)=[O:40])[CH2:36][CH2:35][CH2:34][CH2:33]1.[NH2:42][C:43]1[CH:55]=[CH:54][C:46]2[O:47]C(C)(C)[O:49][C:50](=[O:51])[C:45]=2[CH:44]=1, predict the reaction product. The product is: [CH:32]1([CH2:37][CH2:38][C:39]([N:42]([CH2:17][C:18]2[N:19]=[C:20]([C:23]3[CH:31]=[CH:30][C:26]([C:27]([NH:13][CH2:12][C:11]4[CH:10]=[CH:9][C:8]([O:1][C:2]5[CH:3]=[CH:4][CH:5]=[CH:6][CH:7]=5)=[CH:15][CH:14]=4)=[O:28])=[CH:25][CH:24]=3)[S:21][CH:22]=2)[C:43]2[CH:55]=[CH:54][C:46]([OH:47])=[C:45]([CH:44]=2)[C:50]([OH:51])=[O:49])=[O:40])[CH2:36][CH2:35][CH2:34][CH2:33]1. (6) Given the reactants [Cl:1][C:2]1[C:6]2[CH:7]=[CH:8][C:9]([N+:11]([O-:13])=[O:12])=[CH:10][C:5]=2[S:4][C:3]=1[C:14]([OH:16])=O.CN(C(ON1N=[N:32][C:27]2[CH:28]=[CH:29][CH:30]=[N:31][C:26]1=2)=[N+](C)C)C.F[P-](F)(F)(F)(F)F.[CH:41](N(CC)C(C)C)(C)[CH3:42].CN(C=O)C, predict the reaction product. The product is: [N:31]12[CH2:30][CH2:29][CH:28]([CH2:41][CH2:42]1)[C@@H:27]([NH:32][C:14]([C:3]1[S:4][C:5]3[CH:10]=[C:9]([N+:11]([O-:13])=[O:12])[CH:8]=[CH:7][C:6]=3[C:2]=1[Cl:1])=[O:16])[CH2:26]2. (7) Given the reactants [NH2:1][N:2]1[C:7]([CH3:8])=[CH:6][CH:5]=[C:4]([CH3:9])[C:3]1=[NH2+:10].CC1C=C(C)C=C(C)C=1S([O-])(=O)=O.[Cl:24][CH2:25][C:26](OC)=O.C(=O)([O-])[O-].[K+].[K+], predict the reaction product. The product is: [Cl:24][CH2:25][C:26]1[N:10]=[C:3]2[C:4]([CH3:9])=[CH:5][CH:6]=[C:7]([CH3:8])[N:2]2[N:1]=1.